This data is from Full USPTO retrosynthesis dataset with 1.9M reactions from patents (1976-2016). The task is: Predict the reactants needed to synthesize the given product. Given the product [CH2:26]([O:25][C:23]([CH2:22][CH:21]1[O:20][B:19]([OH:28])[C:18]2[CH:29]=[C:14]([O:13][C:11]3[S:12][C:8]([C:6]([OH:7])=[O:5])=[CH:9][N:10]=3)[CH:15]=[C:16]([CH3:30])[C:17]1=2)=[O:24])[CH3:27], predict the reactants needed to synthesize it. The reactants are: C([O:5][C:6]([C:8]1[S:12][C:11]([O:13][C:14]2[CH:15]=[C:16]([CH3:30])[C:17]3[CH:21]([CH2:22][C:23]([O:25][CH2:26][CH3:27])=[O:24])[O:20][B:19]([OH:28])[C:18]=3[CH:29]=2)=[N:10][CH:9]=1)=[O:7])(C)(C)C.